Predict the reaction yield, written as a fraction of the theoretical maximum amount of product (1.0 means a 100% yield; for example, 0.34 means a 34% yield). From a dataset of Reaction yield outcomes from USPTO patents with 853,638 reactions. (1) The reactants are NC1[CH:31]=[CH:30][C:5]([CH2:6][N:7]2[C:12](=[O:13])[CH:11]=[C:10]([C:14]3[CH:19]=[CH:18][C:17]([O:20][CH3:21])=[CH:16][CH:15]=3)[C:9]([C:22]3[CH:27]=[CH:26][C:25]([O:28][CH3:29])=[CH:24][CH:23]=3)=[N:8]2)=[CH:4][CH:3]=1.C(=O)([O-])O.[Na+].S(OC)(OC)(=O)=O.CC(C)=O.[CH3:48][N:49]([CH3:52])[CH:50]=O. The catalyst is CC(C)=O. The product is [CH3:21][O:20][C:17]1[CH:18]=[CH:19][C:14]([C:10]2[C:9]([C:22]3[CH:23]=[CH:24][C:25]([O:28][CH3:29])=[CH:26][CH:27]=3)=[N:8][N:7]([CH2:6][C:5]3[CH:30]=[CH:31][C:50]([N:49]([CH3:52])[CH3:48])=[CH:3][CH:4]=3)[C:12](=[O:13])[CH:11]=2)=[CH:15][CH:16]=1. The yield is 0.308. (2) The product is [CH2:19]([N:3]1[C:4]([C:11]2[CH:16]=[CH:15][CH:14]=[CH:13][CH:12]=2)=[CH:5][C:6]([C:7]([O:9][CH3:10])=[O:8])=[C:2]1[Cl:1])[C:20]1[CH:25]=[CH:24][CH:23]=[CH:22][CH:21]=1. The yield is 0.710. The catalyst is CN(C=O)C. The reactants are [Cl:1][C:2]1[NH:3][C:4]([C:11]2[CH:16]=[CH:15][CH:14]=[CH:13][CH:12]=2)=[CH:5][C:6]=1[C:7]([O:9][CH3:10])=[O:8].[H-].[Na+].[CH2:19](Br)[C:20]1[CH:25]=[CH:24][CH:23]=[CH:22][CH:21]=1.O. (3) The reactants are [CH3:1][O:2][C:3]1[CH:4]=[C:5]([NH:11][S:12]([C:15]2[CH:20]=[CH:19][C:18](/[CH:21]=[CH:22]/[N:23]3[C:31](=[O:32])[C:30]4[C:25](=[CH:26][CH:27]=[CH:28][CH:29]=4)[C:24]3=[O:33])=[CH:17][CH:16]=2)(=[O:14])=[O:13])[CH:6]=[CH:7][C:8]=1[O:9][CH3:10].[H][H]. The catalyst is C(O)C.C(OCC)(=O)C.[Pd]. The product is [CH3:1][O:2][C:3]1[CH:4]=[C:5]([NH:11][S:12]([C:15]2[CH:16]=[CH:17][C:18]([CH2:21][CH2:22][N:23]3[C:31](=[O:32])[C:30]4[C:25](=[CH:26][CH:27]=[CH:28][CH:29]=4)[C:24]3=[O:33])=[CH:19][CH:20]=2)(=[O:14])=[O:13])[CH:6]=[CH:7][C:8]=1[O:9][CH3:10]. The yield is 0.670. (4) The reactants are CC1(C)C(C)(C)OB([C:9]2[CH:10]=[C:11]3[CH:17]=[CH:16][NH:15][C:12]3=[N:13][CH:14]=2)O1.[I-].[Li+].[Cl-].[C:22]([O-:25])([O-])=O.[Na+].[Na+].[C:28]1(C)[CH:33]=[CH:32][CH:31]=[CH:30][CH:29]=1. The catalyst is CCO.Cl[Pd](Cl)([P](C1C=CC=CC=1)(C1C=CC=CC=1)C1C=CC=CC=1)[P](C1C=CC=CC=1)(C1C=CC=CC=1)C1C=CC=CC=1. The product is [O:25]([C:22]1[C:9]([C:9]2[CH:10]=[C:11]3[CH:17]=[CH:16][NH:15][C:12]3=[N:13][CH:14]=2)=[CH:10][CH:11]=[CH:12][N:13]=1)[C:28]1[CH:29]=[CH:30][CH:31]=[CH:32][CH:33]=1. The yield is 0.420. (5) The reactants are COC(C1C=C(O)C2C(=C(OCC3C=CC=CC=3)C=CC=2)N=1)=O.C[O:25][C:26]([C:28]1[CH:37]=[C:36]([OH:38])[C:35]2[C:30](=[C:31]([F:39])[CH:32]=[CH:33][CH:34]=2)[N:29]=1)=[O:27]. No catalyst specified. The product is [F:39][C:31]1[CH:32]=[CH:33][CH:34]=[C:35]2[C:30]=1[N:29]=[C:28]([C:26]([OH:27])=[O:25])[CH:37]=[C:36]2[OH:38]. The yield is 0.910.